From a dataset of Catalyst prediction with 721,799 reactions and 888 catalyst types from USPTO. Predict which catalyst facilitates the given reaction. (1) Reactant: [Br:1][C:2]1[C:3]([OH:19])=[C:4]([CH:14]=[C:15]([Br:18])[C:16]=1[F:17])/[CH:5]=[C:6]1/[C:7](=[O:13])[N:8]=[C:9](SC)[S:10]/1.Cl.Cl.[NH:22]1[CH2:27][CH2:26][CH2:25][CH2:24][NH:23]1.C(N(CC)CC)C. Product: [N:22]1([C:9]2[S:10]/[C:6](=[CH:5]\[C:4]3[CH:14]=[C:15]([Br:18])[C:16]([F:17])=[C:2]([Br:1])[C:3]=3[OH:19])/[C:7](=[O:13])[N:8]=2)[CH2:27][CH2:26][CH2:25][CH2:24][NH:23]1. The catalyst class is: 8. (2) Reactant: [CH2:1]([C:3]1[C:8]([CH2:9][CH:10]=O)=[CH:7][CH:6]=[CH:5][C:4]=1[C:12]1[S:16][C:15]([C:17]2[CH:18]=[CH:19][C:20]([CH2:25][CH:26]([CH3:28])[CH3:27])=[C:21]([CH:24]=2)[C:22]#[N:23])=[N:14][N:13]=1)[CH3:2].[NH:29]1[CH2:36][CH2:35][CH2:34][C@H:30]1[C:31]([OH:33])=[O:32].CC(O)=O.C([BH3-])#N.[Na+]. Product: [C:22]([C:21]1[CH:24]=[C:17]([C:15]2[S:16][C:12]([C:4]3[C:3]([CH2:1][CH3:2])=[C:8]([CH2:9][CH2:10][N:29]4[CH2:36][CH2:35][CH2:34][C@H:30]4[C:31]([OH:33])=[O:32])[CH:7]=[CH:6][CH:5]=3)=[N:13][N:14]=2)[CH:18]=[CH:19][C:20]=1[CH2:25][CH:26]([CH3:28])[CH3:27])#[N:23]. The catalyst class is: 8. (3) Reactant: [NH3:1].[Si:2]([O:9][CH2:10][CH:11]1[CH2:16][CH2:15][C:14](=O)[CH2:13][CH2:12]1)([C:5]([CH3:8])([CH3:7])[CH3:6])([CH3:4])[CH3:3].[C-:18]#[N:19].[K+].[Cl-].[NH4+].[OH-].[NH4+].[C:25]([O:29][C:30]([O:32]C(OC(C)(C)C)=O)=O)([CH3:28])([CH3:27])[CH3:26]. Product: [C:25]([O:29][C:30](=[O:32])[NH:1][C:14]1([C:18]#[N:19])[CH2:15][CH2:16][CH:11]([CH2:10][O:9][Si:2]([C:5]([CH3:8])([CH3:7])[CH3:6])([CH3:4])[CH3:3])[CH2:12][CH2:13]1)([CH3:28])([CH3:27])[CH3:26]. The catalyst class is: 125. (4) Reactant: [Cl:1][C:2]1[C:3]([NH:16][CH:17]2[CH2:24][CH:20]3[CH2:21][NH:22][CH2:23][CH:19]3[CH2:18]2)=[N:4][C:5]([NH:8][C:9]2[CH:13]=[C:12]([CH3:14])[N:11]([CH3:15])[N:10]=2)=[N:6][CH:7]=1.[C:25]([CH2:27][C:28](O)=[O:29])#[N:26].CN(C(ON1N=NC2C=CC=NC1=2)=[N+](C)C)C.F[P-](F)(F)(F)(F)F.CCN(CC)CC. Product: [Cl:1][C:2]1[C:3]([NH:16][CH:17]2[CH2:24][CH:20]3[CH2:21][N:22]([C:28](=[O:29])[CH2:27][C:25]#[N:26])[CH2:23][CH:19]3[CH2:18]2)=[N:4][C:5]([NH:8][C:9]2[CH:13]=[C:12]([CH3:14])[N:11]([CH3:15])[N:10]=2)=[N:6][CH:7]=1. The catalyst class is: 59. (5) Reactant: [CH3:1][C:2]12[C:14]3[C:6](=[CH:7][C:8]([NH:15][C:16]([C:18]4[CH:27]=[CH:26][C:21]([C:22]([O:24]C)=[O:23])=[CH:20][N:19]=4)=[O:17])=[CH:9][C:10]=3[CH2:11][CH2:12][CH2:13]1)[CH2:5][CH2:4][CH2:3]2.[OH-].[Na+].Cl. Product: [CH3:1][C:2]12[C:14]3[C:6](=[CH:7][C:8]([NH:15][C:16]([C:18]4[CH:27]=[CH:26][C:21]([C:22]([OH:24])=[O:23])=[CH:20][N:19]=4)=[O:17])=[CH:9][C:10]=3[CH2:11][CH2:12][CH2:13]1)[CH2:5][CH2:4][CH2:3]2. The catalyst class is: 8. (6) Reactant: [CH3:1][O:2][C:3]1[CH:4]=[C:5]([C:11]2[CH2:16][C:15]([CH3:18])([CH3:17])[C:14](=[O:19])[N:13]([CH:20]3[CH2:25][CH2:24][N:23]([C:26](=[O:43])[C@H:27]([NH:35]C(=O)OC(C)(C)C)[CH2:28][C:29]4[CH:34]=[CH:33][CH:32]=[CH:31][CH:30]=4)[CH2:22][CH2:21]3)[N:12]=2)[CH:6]=[CH:7][C:8]=1[O:9][CH3:10].FC(F)(F)C(O)=O.C(=O)(O)[O-].[Na+]. Product: [NH2:35][C@H:27]([CH2:28][C:29]1[CH:34]=[CH:33][CH:32]=[CH:31][CH:30]=1)[C:26]([N:23]1[CH2:22][CH2:21][CH:20]([N:13]2[C:14](=[O:19])[C:15]([CH3:18])([CH3:17])[CH2:16][C:11]([C:5]3[CH:6]=[CH:7][C:8]([O:9][CH3:10])=[C:3]([O:2][CH3:1])[CH:4]=3)=[N:12]2)[CH2:25][CH2:24]1)=[O:43]. The catalyst class is: 2.